From a dataset of NCI-60 drug combinations with 297,098 pairs across 59 cell lines. Regression. Given two drug SMILES strings and cell line genomic features, predict the synergy score measuring deviation from expected non-interaction effect. (1) Drug 1: C1=NC2=C(N1)C(=S)N=C(N2)N. Drug 2: CCCCC(=O)OCC(=O)C1(CC(C2=C(C1)C(=C3C(=C2O)C(=O)C4=C(C3=O)C=CC=C4OC)O)OC5CC(C(C(O5)C)O)NC(=O)C(F)(F)F)O. Cell line: NCI-H522. Synergy scores: CSS=22.1, Synergy_ZIP=-0.873, Synergy_Bliss=-1.13, Synergy_Loewe=-2.07, Synergy_HSA=-1.32. (2) Drug 1: C1CC(=O)NC(=O)C1N2CC3=C(C2=O)C=CC=C3N. Drug 2: CC1CCC2CC(C(=CC=CC=CC(CC(C(=O)C(C(C(=CC(C(=O)CC(OC(=O)C3CCCCN3C(=O)C(=O)C1(O2)O)C(C)CC4CCC(C(C4)OC)OCCO)C)C)O)OC)C)C)C)OC. Cell line: OVCAR-8. Synergy scores: CSS=22.2, Synergy_ZIP=-0.996, Synergy_Bliss=-2.42, Synergy_Loewe=-13.4, Synergy_HSA=0.130. (3) Drug 1: C1=NNC2=C1C(=O)NC=N2. Drug 2: CC(C)NC(=O)C1=CC=C(C=C1)CNNC.Cl. Cell line: CAKI-1. Synergy scores: CSS=-0.784, Synergy_ZIP=-1.33, Synergy_Bliss=-0.927, Synergy_Loewe=-2.24, Synergy_HSA=-1.32.